This data is from NCI-60 drug combinations with 297,098 pairs across 59 cell lines. The task is: Regression. Given two drug SMILES strings and cell line genomic features, predict the synergy score measuring deviation from expected non-interaction effect. (1) Drug 1: CC(C1=C(C=CC(=C1Cl)F)Cl)OC2=C(N=CC(=C2)C3=CN(N=C3)C4CCNCC4)N. Drug 2: C1CC(=O)NC(=O)C1N2CC3=C(C2=O)C=CC=C3N. Cell line: SW-620. Synergy scores: CSS=13.4, Synergy_ZIP=-4.49, Synergy_Bliss=-5.40, Synergy_Loewe=-12.4, Synergy_HSA=-5.29. (2) Drug 1: CN1C(=O)N2C=NC(=C2N=N1)C(=O)N. Drug 2: CC(C)(C#N)C1=CC(=CC(=C1)CN2C=NC=N2)C(C)(C)C#N. Cell line: HCC-2998. Synergy scores: CSS=-3.34, Synergy_ZIP=-0.319, Synergy_Bliss=-1.83, Synergy_Loewe=-7.19, Synergy_HSA=-5.71. (3) Drug 1: C1CC(=O)NC(=O)C1N2CC3=C(C2=O)C=CC=C3N. Drug 2: CCCS(=O)(=O)NC1=C(C(=C(C=C1)F)C(=O)C2=CNC3=C2C=C(C=N3)C4=CC=C(C=C4)Cl)F. Cell line: MDA-MB-231. Synergy scores: CSS=1.21, Synergy_ZIP=0.521, Synergy_Bliss=2.05, Synergy_Loewe=-0.197, Synergy_HSA=0.0177. (4) Drug 1: CN(CC1=CN=C2C(=N1)C(=NC(=N2)N)N)C3=CC=C(C=C3)C(=O)NC(CCC(=O)O)C(=O)O. Synergy scores: CSS=16.5, Synergy_ZIP=-6.20, Synergy_Bliss=-7.04, Synergy_Loewe=-23.8, Synergy_HSA=-8.03. Cell line: M14. Drug 2: CN1C(=O)N2C=NC(=C2N=N1)C(=O)N. (5) Drug 1: CN1C(=O)N2C=NC(=C2N=N1)C(=O)N. Drug 2: CC(C)NC(=O)C1=CC=C(C=C1)CNNC.Cl. Cell line: SN12C. Synergy scores: CSS=2.27, Synergy_ZIP=-0.587, Synergy_Bliss=0.975, Synergy_Loewe=-0.691, Synergy_HSA=-0.334. (6) Drug 1: CC1=C(C=C(C=C1)NC(=O)C2=CC=C(C=C2)CN3CCN(CC3)C)NC4=NC=CC(=N4)C5=CN=CC=C5. Drug 2: C1=CC=C(C=C1)NC(=O)CCCCCCC(=O)NO. Cell line: OVCAR-5. Synergy scores: CSS=18.5, Synergy_ZIP=-8.74, Synergy_Bliss=-1.66, Synergy_Loewe=-20.0, Synergy_HSA=-5.02. (7) Drug 1: C1=NC(=NC(=O)N1C2C(C(C(O2)CO)O)O)N. Drug 2: CC1=C(C(=O)C2=C(C1=O)N3CC4C(C3(C2COC(=O)N)OC)N4)N. Cell line: HCT-15. Synergy scores: CSS=35.8, Synergy_ZIP=1.03, Synergy_Bliss=6.29, Synergy_Loewe=-0.619, Synergy_HSA=6.37.